This data is from Full USPTO retrosynthesis dataset with 1.9M reactions from patents (1976-2016). The task is: Predict the reactants needed to synthesize the given product. Given the product [OH:1][C:2]1[C:3]2[CH:14]=[C:13]([C:15]([F:18])([F:16])[F:17])[CH:12]=[CH:11][C:4]=2[S:5][C:6]=1[C:7]([OH:9])=[O:8], predict the reactants needed to synthesize it. The reactants are: [OH:1][C:2]1[C:3]2[CH:14]=[C:13]([C:15]([F:18])([F:17])[F:16])[CH:12]=[CH:11][C:4]=2[S:5][C:6]=1[C:7]([O:9]C)=[O:8].O.[OH-].[Li+].O.